Dataset: Full USPTO retrosynthesis dataset with 1.9M reactions from patents (1976-2016). Task: Predict the reactants needed to synthesize the given product. Given the product [F:1][C:2]([F:7])([F:6])[C:3]([OH:5])=[O:4].[C:8]1([C:14]2[CH:19]=[C:18]([CH:20]3[CH2:21][CH2:22][N:23]([C:43]4[CH:48]=[CH:47][CH:46]=[CH:45][N:44]=4)[CH2:24][CH2:25]3)[CH:17]=[CH:16][C:15]=2[NH:26][C:27]([C:29]2[NH:30][CH:31]=[C:32]([C:34]#[N:35])[N:33]=2)=[O:28])[CH2:13][CH2:12][CH2:11][CH2:10][CH:9]=1, predict the reactants needed to synthesize it. The reactants are: [F:1][C:2]([F:7])([F:6])[C:3]([OH:5])=[O:4].[C:8]1([C:14]2[CH:19]=[C:18]([CH:20]3[CH2:25][CH2:24][NH:23][CH2:22][CH2:21]3)[CH:17]=[CH:16][C:15]=2[NH:26][C:27]([C:29]2[NH:30][CH:31]=[C:32]([C:34]#[N:35])[N:33]=2)=[O:28])[CH2:13][CH2:12][CH2:11][CH2:10][CH:9]=1.C([O-])([O-])=O.[K+].[K+].F[C:43]1[CH:48]=[CH:47][CH:46]=[CH:45][N:44]=1.CN(C)C(=O)C.